Dataset: Catalyst prediction with 721,799 reactions and 888 catalyst types from USPTO. Task: Predict which catalyst facilitates the given reaction. Reactant: [CH2:1]([Mg]Br)[CH2:2][CH:3]=[CH2:4].[F:7][C:8]([F:37])([F:36])[C:9]1[CH:10]=[C:11]([C@H:19]([O:21][C@@H:22]2[C@@H:27]([C:28]3[CH:33]=[CH:32][CH:31]=[CH:30][CH:29]=3)[C@H:26]([CH:34]=[O:35])[CH2:25][CH2:24][O:23]2)[CH3:20])[CH:12]=[C:13]([C:15]([F:18])([F:17])[F:16])[CH:14]=1.[Cl-].[NH4+].C(OCC)(=O)C. Product: [CH2:1]([CH:34]([C@@H:26]1[CH2:25][CH2:24][O:23][C@H:22]([O:21][C@@H:19]([C:11]2[CH:10]=[C:9]([C:8]([F:36])([F:7])[F:37])[CH:14]=[C:13]([C:15]([F:16])([F:17])[F:18])[CH:12]=2)[CH3:20])[C@H:27]1[C:28]1[CH:29]=[CH:30][CH:31]=[CH:32][CH:33]=1)[OH:35])[CH2:2][CH:3]=[CH2:4]. The catalyst class is: 7.